This data is from Forward reaction prediction with 1.9M reactions from USPTO patents (1976-2016). The task is: Predict the product of the given reaction. (1) Given the reactants [O:1]1[C:5]([C:6]2[CH:11]=[CH:10][C:9]([NH:12][N:13]=[CH:14][C:15]3[CH:20]=[CH:19][C:18]([NH:21]C(=O)C)=[CH:17][CH:16]=3)=[CH:8][CH:7]=2)=[CH:4][N:3]=[CH:2]1.C(=O)(O)[O-].[Na+], predict the reaction product. The product is: [O:1]1[C:5]([C:6]2[CH:7]=[CH:8][C:9]([NH:12][N:13]=[CH:14][C:15]3[CH:20]=[CH:19][C:18]([NH2:21])=[CH:17][CH:16]=3)=[CH:10][CH:11]=2)=[CH:4][N:3]=[CH:2]1. (2) The product is: [CH2:1]([N:4]1[CH:8]=[C:7]([CH2:9][C@@H:10]([NH:14][C:15](=[O:16])[O:17][CH2:18][C:19]2[CH:24]=[CH:23][CH:22]=[CH:21][CH:20]=2)[C:11](=[O:13])[NH:59][C@H:55]([CH2:54][O:53][CH2:50][CH:51]=[CH2:52])[CH:56]([CH3:58])[CH3:57])[N:6]=[CH:5]1)[CH:2]=[CH2:3]. Given the reactants [CH2:1]([N:4]1[CH:8]=[C:7]([CH2:9][C@@H:10]([NH:14][C:15]([O:17][CH2:18][C:19]2[CH:24]=[CH:23][CH:22]=[CH:21][CH:20]=2)=[O:16])[C:11]([OH:13])=O)[N:6]=[CH:5]1)[CH:2]=[CH2:3].ON1C2C=CC=CC=2N=N1.C1(N=C=NC2CCCCC2)CCCCC1.[CH2:50]([O:53][CH2:54][C@@H:55]([NH2:59])[CH:56]([CH3:58])[CH3:57])[CH:51]=[CH2:52], predict the reaction product. (3) Given the reactants [C:1]([C:3]1[S:4][CH:5]=[CH:6][N:7]=1)#[N:2].C(N[C@H](C(O)=O)CS)(=O)C.C([O-])(=O)C.[NH4+].C([O:25][C:26](=[O:35])[C:27](=[CH:31][N:32](C)C)[C:28](=O)[CH3:29])C.CC([O-])(C)C.[K+].[OH-].[K+].Cl, predict the reaction product. The product is: [CH3:29][C:28]1[C:27]([C:26]([OH:35])=[O:25])=[CH:31][N:32]=[C:1]([C:3]2[S:4][CH:5]=[CH:6][N:7]=2)[N:2]=1. (4) Given the reactants [OH:1][CH:2]([CH2:18][N:19]1[CH2:24][CH2:23][O:22][CH2:21][CH2:20]1)[CH2:3][N:4]1[CH2:10][CH2:9][CH2:8][C:7]2[NH:11][C:12]([CH:15]=O)=[C:13]([CH3:14])[C:6]=2[C:5]1=[O:17].[F:25][C:26]1[CH:31]=[CH:30][C:29]([CH2:32][S:33]([C:36]2[CH:37]=[C:38]3[C:42](=[CH:43][CH:44]=2)[NH:41][C:40](=[O:45])[CH2:39]3)(=[O:35])=[O:34])=[CH:28][CH:27]=1.N1CCCCC1, predict the reaction product. The product is: [F:25][C:26]1[CH:27]=[CH:28][C:29]([CH2:32][S:33]([C:36]2[CH:37]=[C:38]3[C:42](=[CH:43][CH:44]=2)[NH:41][C:40](=[O:45])/[C:39]/3=[CH:15]\[C:12]2[NH:11][C:7]3[CH2:8][CH2:9][CH2:10][N:4]([CH2:3][C@H:2]([OH:1])[CH2:18][N:19]4[CH2:24][CH2:23][O:22][CH2:21][CH2:20]4)[C:5](=[O:17])[C:6]=3[C:13]=2[CH3:14])(=[O:35])=[O:34])=[CH:30][CH:31]=1. (5) The product is: [CH:8]1([C:13]([N:15]2[CH2:16][CH2:17][CH:18]([C:21]3[C:29]4[C:24](=[CH:25][CH:26]=[C:27]([NH:30][S:31]([N:34]5[CH2:35][CH2:1][CH:2]([CH3:3])[CH2:37][CH2:38]5)(=[O:33])=[O:32])[CH:28]=4)[N:23]([CH3:40])[CH:22]=3)[CH2:19][CH2:20]2)=[O:14])[CH2:12][CH2:11][CH2:10][CH2:9]1. Given the reactants [CH3:1][CH:2]1CCNC[CH2:3]1.[CH:8]1([C:13]([N:15]2[CH2:20][CH2:19][CH:18]([C:21]3[C:29]4[C:24](=[CH:25][CH:26]=[C:27]([NH:30][S:31]([N:34]5[CH2:38][CH2:37]O[C:35]5=O)(=[O:33])=[O:32])[CH:28]=4)[N:23]([CH3:40])[CH:22]=3)[CH2:17][CH2:16]2)=[O:14])[CH2:12][CH2:11][CH2:10][CH2:9]1.C(N(CC)CC)C, predict the reaction product. (6) Given the reactants [CH2:1]([O:8][C:9]1[CH:14]=[C:13]([O:15][CH2:16][C:17]2[CH:22]=[CH:21][CH:20]=[CH:19][CH:18]=2)[C:12]([CH:23]([CH3:25])[CH3:24])=[CH:11][C:10]=1[C:26]1[O:30][N:29]=[C:28]([C:31]([NH:33][CH2:34][CH3:35])=[O:32])[C:27]=1[C:36]1[CH:40]=[CH:39][NH:38][N:37]=1)[C:2]1[CH:7]=[CH:6][CH:5]=[CH:4][CH:3]=1.I[CH3:42], predict the reaction product. The product is: [CH2:1]([O:8][C:9]1[CH:14]=[C:13]([O:15][CH2:16][C:17]2[CH:18]=[CH:19][CH:20]=[CH:21][CH:22]=2)[C:12]([CH:23]([CH3:25])[CH3:24])=[CH:11][C:10]=1[C:26]1[O:30][N:29]=[C:28]([C:31]([NH:33][CH2:34][CH3:35])=[O:32])[C:27]=1[C:36]1[CH:40]=[CH:39][N:38]([CH3:42])[N:37]=1)[C:2]1[CH:7]=[CH:6][CH:5]=[CH:4][CH:3]=1. (7) Given the reactants [Cl:1][C:2]1[CH:7]=[CH:6][C:5]([CH:8]([C:20]2[CH:32]=[CH:31][C:23]([O:24][CH2:25][CH2:26][CH2:27][C:28]([OH:30])=[O:29])=[C:22]([F:33])[CH:21]=2)[CH2:9][C:10]([C:12]2[CH:17]=[CH:16][C:15](=[O:18])[N:14]([CH3:19])[CH:13]=2)=O)=[C:4]([CH3:34])[CH:3]=1.Cl.[NH2:36][OH:37].C(=O)([O-])O.[Na+], predict the reaction product. The product is: [Cl:1][C:2]1[CH:7]=[CH:6][C:5]([CH:8]([C:20]2[CH:32]=[CH:31][C:23]([O:24][CH2:25][CH2:26][CH2:27][C:28]([OH:30])=[O:29])=[C:22]([F:33])[CH:21]=2)[CH2:9]/[C:10](=[N:36]\[OH:37])/[C:12]2[CH:17]=[CH:16][C:15](=[O:18])[N:14]([CH3:19])[CH:13]=2)=[C:4]([CH3:34])[CH:3]=1. (8) The product is: [C:13]1([N:19]=[C:20]([S:31][CH3:32])[CH:21]=[CH:22][S:23][C:24]2[CH:29]=[CH:28][C:27]([CH3:30])=[CH:26][CH:25]=2)[CH:14]=[CH:15][CH:16]=[CH:17][CH:18]=1. Given the reactants CSC(=NC1C=CC=CC=1)C#C.[C:13]1([N:19]=[C:20]([S:31][CH3:32])[CH:21]=[CH:22][S:23][C:24]2[CH:29]=[CH:28][C:27]([CH3:30])=[CH:26][CH:25]=2)[CH:18]=[CH:17][CH:16]=[CH:15][CH:14]=1.CC1C=CC(S)=CC=1, predict the reaction product. (9) Given the reactants C[C@@H:2]1[CH2:7][CH2:6][CH2:5][N:4](C(C2C=C(C)C=CC=2C2C=NN(C)C=2)=O)[C@@H:3]1[CH2:23][NH:24]C1C=CC(C(F)(F)F)=CN=1.[NH2:35][CH2:36][C@@H:37]1[C@H:42]([CH3:43])[CH2:41][CH2:40][CH2:39][N:38]1[C:44]([C:46]1[CH:51]=[C:50]([CH3:52])[CH:49]=[CH:48][C:47]=1[N:53]1[N:57]=[CH:56][CH:55]=[N:54]1)=[O:45].ClC1N=C(C#N)C=CC=1, predict the reaction product. The product is: [CH3:43][C@@H:42]1[CH2:41][CH2:40][CH2:39][N:38]([C:44](=[O:45])[C:46]2[CH:51]=[C:50]([CH3:52])[CH:49]=[CH:48][C:47]=2[N:53]2[N:57]=[CH:56][CH:55]=[N:54]2)[C@@H:37]1[CH2:36][NH:35][C:5]1[N:4]=[C:3]([C:23]#[N:24])[CH:2]=[CH:7][CH:6]=1. (10) Given the reactants [NH:1]1[CH2:6][CH2:5][C:4]2([O:11][C:10]3[C:12]4[C:17]([C:18](=[O:21])[C:19](=[O:20])[C:9]=3[S:8][CH2:7]2)=[CH:16][CH:15]=[CH:14][CH:13]=4)[CH2:3][CH2:2]1.[C:22]1(=[O:33])[C:31]2[C:26](=[CH:27][CH:28]=[CH:29][CH:30]=2)[CH:25]=[CH:24][C:23]1=[O:32].C(N(CC)CC)C, predict the reaction product. The product is: [O:32]=[C:23]1[C:22](=[O:33])[C:31]2[C:26](=[CH:27][CH:28]=[CH:29][CH:30]=2)[C:25]([N:1]2[CH2:2][CH2:3][C:4]3([O:11][C:10]4[C:12]5[C:17]([C:18](=[O:21])[C:19](=[O:20])[C:9]=4[S:8][CH2:7]3)=[CH:16][CH:15]=[CH:14][CH:13]=5)[CH2:5][CH2:6]2)=[CH:24]1.